Predict the reactants needed to synthesize the given product. From a dataset of Full USPTO retrosynthesis dataset with 1.9M reactions from patents (1976-2016). (1) Given the product [CH2:1]([O:8][C:9]([N:11]1[C@@H:16]([CH3:17])[C:15](=[O:18])[N:14]2[C@@H:19]([CH2:22][C:23]([N:32]3[CH2:33][CH2:34][C:29]4([CH2:27][CH2:28]4)[C@H:30]([OH:35])[CH2:31]3)=[O:25])[CH2:20][O:21][CH:13]2[CH2:12]1)=[O:10])[C:2]1[CH:7]=[CH:6][CH:5]=[CH:4][CH:3]=1, predict the reactants needed to synthesize it. The reactants are: [CH2:1]([O:8][C:9]([N:11]1[C@@H:16]([CH3:17])[C:15](=[O:18])[N:14]2[C@@H:19]([CH2:22][C:23]([OH:25])=O)[CH2:20][O:21][CH:13]2[CH2:12]1)=[O:10])[C:2]1[CH:7]=[CH:6][CH:5]=[CH:4][CH:3]=1.Cl.[CH2:27]1[C:29]2([CH2:34][CH2:33][NH:32][CH2:31][C@H:30]2[OH:35])[CH2:28]1.CN1CCOCC1. (2) Given the product [F:1][C:2]1[CH:13]=[C:12]([O:14][CH2:15][C:16]2[CH:21]=[CH:20][CH:19]=[CH:18][CH:17]=2)[C:5]([OH:6])=[C:4]([CH2:9][OH:8])[CH:3]=1, predict the reactants needed to synthesize it. The reactants are: [F:1][C:2]1[CH:13]=[C:12]([O:14][CH2:15][C:16]2[CH:21]=[CH:20][CH:19]=[CH:18][CH:17]=2)[C:5]2[O:6]C(C)(C)[O:8][CH2:9][C:4]=2[CH:3]=1.Cl. (3) Given the product [CH3:1][CH:2]1[CH2:6][CH2:5][CH2:4][N:3]1[CH2:7][CH2:8][CH2:9][O:10][C:11]1[CH:16]=[CH:15][C:14]([C:17]2[S:18][C:19]3[CH2:24][CH2:23][CH:22]([NH2:25])[C:20]=3[N:21]=2)=[CH:13][CH:12]=1, predict the reactants needed to synthesize it. The reactants are: [CH3:1][CH:2]1[CH2:6][CH2:5][CH2:4][N:3]1[CH2:7][CH2:8][CH2:9][O:10][C:11]1[CH:16]=[CH:15][C:14]([C:17]2[S:18][C:19]3[CH2:24][CH2:23][CH:22]([NH:25]C(=O)OCC4C=CC=CC=4)[C:20]=3[N:21]=2)=[CH:13][CH:12]=1. (4) Given the product [CH3:1][O:2][C:3]([C:4]1[CH:9]=[CH:8][C:7]2[N:6]([CH:12]=[N:11][CH:10]=2)[C:5]=1[NH:14][C:15]1[CH:20]=[CH:19][C:18]([S:21][CH3:22])=[CH:17][C:16]=1[F:23])=[O:24], predict the reactants needed to synthesize it. The reactants are: [CH3:1][O:2][C:3](=[O:24])[C:4]1[CH:9]=[CH:8][C:7]([CH2:10][NH:11][CH:12]=O)=[N:6][C:5]=1[NH:14][C:15]1[CH:20]=[CH:19][C:18]([S:21][CH3:22])=[CH:17][C:16]=1[F:23].P(Cl)(Cl)(Cl)=O. (5) Given the product [C:33]([O:37][C:14](=[O:23])[NH:11][CH:2]1[CH2:3][C:4](=[CH2:6])[CH2:5]1)([CH3:36])([CH3:35])[CH3:34], predict the reactants needed to synthesize it. The reactants are: C=[C:2]1[CH2:5][CH:4]([C:6](O)=O)[CH2:3]1.CC[N:11]([CH2:14]C)CC.C1C=CC(P(N=[N+]=[N-])(C2C=CC=CC=2)=[O:23])=CC=1.[C:33]([OH:37])([CH3:36])([CH3:35])[CH3:34]. (6) Given the product [CH3:32][N:17]1[C:18]2[CH:19]=[CH:20][C:12]([C:10]([N:7]3[CH2:8][CH2:9][CH:4]([CH3:3])[CH2:5][CH2:6]3)=[O:11])=[CH:13][C:14]=2[C:15]2[CH2:24][N:23]([C:25]([O:27][C:28]([CH3:30])([CH3:29])[CH3:31])=[O:26])[CH2:22][CH2:21][C:16]1=2, predict the reactants needed to synthesize it. The reactants are: [H-].[Na+].[CH3:3][CH:4]1[CH2:9][CH2:8][N:7]([C:10]([C:12]2[CH:20]=[CH:19][C:18]3[NH:17][C:16]4[CH2:21][CH2:22][N:23]([C:25]([O:27][C:28]([CH3:31])([CH3:30])[CH3:29])=[O:26])[CH2:24][C:15]=4[C:14]=3[CH:13]=2)=[O:11])[CH2:6][CH2:5]1.[CH3:32]I.